Predict the product of the given reaction. From a dataset of Forward reaction prediction with 1.9M reactions from USPTO patents (1976-2016). (1) Given the reactants [CH3:1][O:2][C:3]1[CH:4]=[C:5]([CH:8]=[CH:9][C:10]=1[O:11][CH:12]([O:14][CH2:15][CH3:16])[CH3:13])[CH:6]=[CH2:7].[OH:17][C:18]1[CH:23]=[CH:22][C:21]([N:24]2[C:28](=[O:29])[CH:27]=[CH:26][C:25]2=[O:30])=[CH:20][CH:19]=1, predict the reaction product. The product is: [CH3:1][O:2][C:3]1[CH:4]=[C:5]([CH:8]=[CH:9][C:10]=1[O:11][CH:12]([O:14][CH2:15][CH3:16])[CH3:13])[CH:6]=[CH2:7].[OH:17][C:18]1[CH:19]=[CH:20][C:21]([N:24]2[C:25](=[O:30])[CH:26]=[CH:27][C:28]2=[O:29])=[CH:22][CH:23]=1. (2) Given the reactants [CH2:1]([O:4][N:5]=[C:6]1[CH2:10][N:9]([C:11]([O:13]C(C)(C)C)=O)[C@H:8]([C:18]([OH:20])=O)[CH2:7]1)[CH:2]=[CH2:3].[C:21]1([C:30]2[CH:35]=[CH:34][CH:33]=[CH:32][CH:31]=2)[CH:26]=[CH:25][C:24](C(Cl)=O)=[CH:23][CH:22]=1.[CH2:36]([N:38]1[C:50]2[CH:49]=[CH:48][C:47]([NH2:51])=[CH:46][C:45]=2[C:44]2[C:39]1=[CH:40][CH:41]=[CH:42][CH:43]=2)[CH3:37], predict the reaction product. The product is: [CH2:1]([O:4][N:5]=[C:6]1[CH2:10][N:9]([C:11]([C:33]2[CH:34]=[CH:35][C:30]([C:21]3[CH:26]=[CH:25][CH:24]=[CH:23][CH:22]=3)=[CH:31][CH:32]=2)=[O:13])[C@H:8]([C:18]([NH:51][C:47]2[CH:48]=[CH:49][C:50]3[N:38]([CH2:36][CH3:37])[C:39]4[C:44]([C:45]=3[CH:46]=2)=[CH:43][CH:42]=[CH:41][CH:40]=4)=[O:20])[CH2:7]1)[CH:2]=[CH2:3]. (3) Given the reactants [NH2:1][N:2]1[C:7](=[O:8])[C:6]([C:9]2[NH:14][C:13]3[CH:15]=[CH:16][CH:17]=[CH:18][C:12]=3[S:11](=[O:20])(=[O:19])[N:10]=2)=[C:5]([OH:21])[C:4]2[S:22][CH:23]=[CH:24][C:3]1=2.[CH:25]1([C:28](=O)[CH3:29])[CH2:27][CH2:26]1, predict the reaction product. The product is: [CH:25]1([C:28](=[N:1][N:2]2[C:7](=[O:8])[C:6]([C:9]3[NH:14][C:13]4[CH:15]=[CH:16][CH:17]=[CH:18][C:12]=4[S:11](=[O:20])(=[O:19])[N:10]=3)=[C:5]([OH:21])[C:4]3[S:22][CH:23]=[CH:24][C:3]2=3)[CH3:29])[CH2:27][CH2:26]1. (4) The product is: [CH:1]1([C:7]2[N:11]3[C:12]4[C:17]([NH:18][C:19](=[O:20])[C:10]3=[CH:9][N:8]=2)=[CH:16][CH:15]=[C:14]([C:21]([NH:24][C:25]2[CH:30]=[CH:29][CH:28]=[CH:27][N:26]=2)=[O:22])[CH:13]=4)[CH2:2][CH2:3][CH2:4][CH2:5][CH2:6]1. Given the reactants [CH:1]1([C:7]2[N:11]3[C:12]4[C:17]([NH:18][C:19](=[O:20])[C:10]3=[CH:9][N:8]=2)=[CH:16][CH:15]=[C:14]([C:21](O)=[O:22])[CH:13]=4)[CH2:6][CH2:5][CH2:4][CH2:3][CH2:2]1.[NH2:24][C:25]1[CH:30]=[CH:29][CH:28]=[CH:27][N:26]=1.O.ON1C2C=CC=CC=2N=N1.Cl.CN(C)CCCN=C=NCC, predict the reaction product. (5) Given the reactants [Br:1][C:2]1[N:7]=[C:6]2[N:8](C(C3C=CC=CC=3)=O)[CH:9]=[CH:10][C:5]2=[CH:4][CH:3]=1, predict the reaction product. The product is: [Br:1][C:2]1[N:7]=[C:6]2[NH:8][CH:9]=[CH:10][C:5]2=[CH:4][CH:3]=1. (6) Given the reactants [Cl:1][C:2]1[C:7]([F:8])=[CH:6][N:5]=[C:4]2[N:9]([CH2:13][O:14][CH2:15][CH2:16][Si:17]([CH3:20])([CH3:19])[CH3:18])[CH:10]=[C:11](I)[C:3]=12.[CH3:21][N:22](C)C=O, predict the reaction product. The product is: [Cl:1][C:2]1[C:7]([F:8])=[CH:6][N:5]=[C:4]2[N:9]([CH2:13][O:14][CH2:15][CH2:16][Si:17]([CH3:20])([CH3:19])[CH3:18])[CH:10]=[C:11]([C:21]#[N:22])[C:3]=12.